Dataset: Full USPTO retrosynthesis dataset with 1.9M reactions from patents (1976-2016). Task: Predict the reactants needed to synthesize the given product. (1) Given the product [CH3:1][O:2][C:3]1[CH:4]=[C:5]2[C:10](=[CH:11][C:12]=1[O:13][CH3:14])[N:9]=[CH:8][CH:7]=[C:6]2[O:15][C:16]1[C:22]([CH3:23])=[CH:21][C:19]([NH:20][C:29](=[O:35])[O:30][CH2:31][CH2:39][N:40]2[C:48](=[O:49])[C:47]3[C:42](=[CH:43][CH:44]=[CH:45][CH:46]=3)[C:41]2=[O:50])=[C:18]([CH3:24])[CH:17]=1, predict the reactants needed to synthesize it. The reactants are: [CH3:1][O:2][C:3]1[CH:4]=[C:5]2[C:10](=[CH:11][C:12]=1[O:13][CH3:14])[N:9]=[CH:8][CH:7]=[C:6]2[O:15][C:16]1[C:22]([CH3:23])=[CH:21][C:19]([NH2:20])=[C:18]([CH3:24])[CH:17]=1.ClC(Cl)(O[C:29](=[O:35])[O:30][C:31](Cl)(Cl)Cl)Cl.OC[CH2:39][N:40]1[C:48](=[O:49])[C:47]2[C:42](=[CH:43][CH:44]=[CH:45][CH:46]=2)[C:41]1=[O:50].C(=O)(O)[O-].[Na+]. (2) Given the product [Cl:19][C@H:17]([CH3:18])[C:16]([N:15]1[C@H:10]([CH2:9][OH:8])[CH2:11][CH2:12][C@@H:13]([C:21]([O:23][CH3:24])=[O:22])[CH2:14]1)=[O:20], predict the reactants needed to synthesize it. The reactants are: [Si]([O:8][CH2:9][C@H:10]1[N:15]([C:16](=[O:20])[C@H:17]([Cl:19])[CH3:18])[CH2:14][C@H:13]([C:21]([O:23][CH3:24])=[O:22])[CH2:12][CH2:11]1)(C(C)(C)C)(C)C.[F-].C([N+](CCCC)(CCCC)CCCC)CCC.O. (3) Given the product [CH2:19]([C:17]1[CH:18]=[C:14]([C:2]2[C:10]3[C:6](=[N:7][S:8][N:9]=3)[C:5]([C:14]3[S:15][CH:16]=[C:17]([CH2:19][CH2:20][CH2:21][CH2:22][CH2:23][CH2:24][CH2:25][CH2:26][CH2:46][CH2:47][CH2:48][CH3:44])[CH:18]=3)=[CH:4][CH:3]=2)[S:15][CH:16]=1)[CH2:20][CH2:21][CH2:22][CH2:23][CH2:24][CH2:25][CH2:26][CH2:27][CH2:28][CH2:29][CH3:30], predict the reactants needed to synthesize it. The reactants are: Br[C:2]1[C:10]2[C:6](=[N:7][S:8][N:9]=2)[C:5](Br)=[CH:4][CH:3]=1.C[Sn](C)(C)[C:14]1[S:15][CH:16]=[C:17]([CH2:19][CH2:20][CH2:21][CH2:22][CH2:23][CH2:24][CH2:25][CH2:26][CH2:27][CH2:28][CH2:29][CH3:30])[CH:18]=1.O1[CH:44]=[CH:48][CH:47]=[C:46]1P([C:44]1O[CH:46]=[CH:47][CH:48]=1)[C:44]1O[CH:46]=[CH:47][CH:48]=1. (4) Given the product [Br:13][C:8]1[NH:7][CH:6]=[C:5]([C:9]([O:11][CH3:12])=[O:10])[C:4]=1[CH2:1][CH2:2][CH3:3], predict the reactants needed to synthesize it. The reactants are: [CH2:1]([C:4]1[C:5]([C:9]([O:11][CH3:12])=[O:10])=[CH:6][NH:7][CH:8]=1)[CH2:2][CH3:3].[Br:13]N1C(=O)CCC1=O. (5) Given the product [F:1][C:2]1[CH:3]=[C:4]([C@H:9]2[N:14]([CH2:15][C:16]([OH:18])=[O:17])[C:13](=[O:19])[C:12]([CH3:20])([CH3:21])[C:11](=[O:22])[CH2:10]2)[CH:5]=[C:6]([F:8])[CH:7]=1, predict the reactants needed to synthesize it. The reactants are: [F:1][C:2]1[CH:3]=[C:4]([C@H:9]2[N:14]([CH2:15][C:16]([O-:18])=[O:17])[C:13](=[O:19])[C:12]([CH3:21])([CH3:20])[C:11](=[O:22])[CH2:10]2)[CH:5]=[C:6]([F:8])[CH:7]=1.Cl. (6) Given the product [ClH:1].[ClH:1].[NH2:25][CH:22]1[CH2:21][CH2:20][N:19]([C:10]2[C:11]3[C:16](=[CH:15][C:14]([C:17]#[N:18])=[CH:13][CH:12]=3)[C:7]([NH:6][CH2:5][C:4]3[CH:36]=[CH:37][C:38]([O:39][CH3:40])=[C:2]([Cl:1])[CH:3]=3)=[N:8][N:9]=2)[CH2:24][CH2:23]1, predict the reactants needed to synthesize it. The reactants are: [Cl:1][C:2]1[CH:3]=[C:4]([CH:36]=[CH:37][C:38]=1[O:39][CH3:40])[CH2:5][NH:6][C:7]1[C:16]2[C:11](=[CH:12][CH:13]=[C:14]([C:17]#[N:18])[CH:15]=2)[C:10]([N:19]2[CH2:24][CH2:23][CH:22]([N:25]3C(=O)C4=CC=CC=C4C3=O)[CH2:21][CH2:20]2)=[N:9][N:8]=1.O.NN. (7) Given the product [CH:30]1(/[CH:31]=[C:34](\[C:2]2[CH:7]=[CH:6][C:5]([S:8]([NH:11][CH2:12][CH3:13])(=[O:10])=[O:9])=[CH:4][CH:3]=2)/[C:42]([O:45][CH2:46][CH3:47])=[O:44])[CH2:35][CH2:15][CH2:14][CH2:36]1, predict the reactants needed to synthesize it. The reactants are: Br[C:2]1[CH:7]=[CH:6][C:5]([S:8]([NH:11][CH2:12][CH3:13])(=[O:10])=[O:9])=[CH:4][CH:3]=1.[C:14]([O-])(=O)[CH3:15].[K+].B1(B2O[C:31]([CH3:34])(C)[C:30]([CH3:36])([CH3:35])O2)O[C:31](C)([CH3:34])[C:30]([CH3:36])([CH3:35])O1.CN(C=O)C.[C:42]([O:45][CH2:46][CH3:47])(=[O:44])C. (8) The reactants are: [CH:1]1[C:2]([CH2:10][C@@H:11]([NH2:28])[CH2:12][C:13]([N:15]2[CH2:27][C:19]3=[N:20][N:21]=[C:22]([C:23]([F:26])([F:25])[F:24])[N:18]3[CH2:17][CH2:16]2)=[O:14])=[C:3]([F:9])[CH:4]=[C:5]([F:8])[C:6]=1[F:7].CO.[ClH:31]. Given the product [CH:1]1[C:2]([CH2:10][C@@H:11]([NH2:28])[CH2:12][C:13]([N:15]2[CH2:27][C:19]3=[N:20][N:21]=[C:22]([C:23]([F:26])([F:25])[F:24])[N:18]3[CH2:17][CH2:16]2)=[O:14])=[C:3]([F:9])[CH:4]=[C:5]([F:8])[C:6]=1[F:7].[ClH:31], predict the reactants needed to synthesize it.